Dataset: Peptide-MHC class I binding affinity with 185,985 pairs from IEDB/IMGT. Task: Regression. Given a peptide amino acid sequence and an MHC pseudo amino acid sequence, predict their binding affinity value. This is MHC class I binding data. (1) The peptide sequence is RTFGKLPYR. The MHC is HLA-B46:01 with pseudo-sequence HLA-B46:01. The binding affinity (normalized) is 0.0847. (2) The peptide sequence is QIYAGIKVK. The MHC is HLA-A30:02 with pseudo-sequence HLA-A30:02. The binding affinity (normalized) is 0. (3) The peptide sequence is KDTWLDARM. The binding affinity (normalized) is 0. The MHC is HLA-B08:01 with pseudo-sequence HLA-B08:01. (4) The MHC is HLA-B35:01 with pseudo-sequence HLA-B35:01. The binding affinity (normalized) is 0.0847. The peptide sequence is GAPWKIWML. (5) The peptide sequence is YSEESPTSY. The binding affinity (normalized) is 0.113. The MHC is HLA-A26:01 with pseudo-sequence HLA-A26:01.